From a dataset of Reaction yield outcomes from USPTO patents with 853,638 reactions. Predict the reaction yield, written as a fraction of the theoretical maximum amount of product (1.0 means a 100% yield; for example, 0.34 means a 34% yield). (1) The reactants are [H-].[H-].[H-].[H-].[Li+].[Al+3].C[O:8][C:9]([C:11]1[C:12]2[CH:13]=[CH:14][N:15]([C:20]3[CH:25]=[CH:24][N:23]=[C:22]([NH:26][CH:27]4[CH2:32][CH2:31][CH:30]([OH:33])[CH2:29][CH2:28]4)[N:21]=3)[C:16]=2[CH:17]=[CH:18][CH:19]=1)=O.O.[OH-].[Na+]. The catalyst is C1COCC1. The product is [OH:8][CH2:9][C:11]1[CH:19]=[CH:18][CH:17]=[C:16]2[C:12]=1[CH:13]=[CH:14][N:15]2[C:20]1[CH:25]=[CH:24][N:23]=[C:22]([NH:26][C@H:27]2[CH2:32][CH2:31][C@H:30]([OH:33])[CH2:29][CH2:28]2)[N:21]=1. The yield is 0.350. (2) The reactants are [Cl:1][C:2]1[C:3]([CH3:36])=[C:4]([CH3:35])[C:5]2[N:6]([C:8]([C:29]3[CH:34]=[CH:33][CH:32]=[CH:31][CH:30]=3)=[C:9]([C:11]3[CH:16]=[CH:15][C:14]([C:17]4([NH:21]C(=O)OC(C)(C)C)[CH2:20][CH2:19][CH2:18]4)=[CH:13][CH:12]=3)[N:10]=2)[N:7]=1.Cl.O1CCOCC1.[OH-].[Na+]. The catalyst is C(Cl)Cl.CO. The product is [Cl:1][C:2]1[C:3]([CH3:36])=[C:4]([CH3:35])[C:5]2[N:6]([C:8]([C:29]3[CH:30]=[CH:31][CH:32]=[CH:33][CH:34]=3)=[C:9]([C:11]3[CH:12]=[CH:13][C:14]([C:17]4([NH2:21])[CH2:18][CH2:19][CH2:20]4)=[CH:15][CH:16]=3)[N:10]=2)[N:7]=1. The yield is 0.440.